From a dataset of Full USPTO retrosynthesis dataset with 1.9M reactions from patents (1976-2016). Predict the reactants needed to synthesize the given product. (1) Given the product [I:1][C:2]1[CH:3]=[C:4]([CH:7]=[C:8]([CH3:11])[C:9]=1[O:10][CH3:15])[CH:5]=[O:6], predict the reactants needed to synthesize it. The reactants are: [I:1][C:2]1[CH:3]=[C:4]([CH:7]=[C:8]([CH3:11])[C:9]=1[OH:10])[CH:5]=[O:6].[H-].[Na+].I[CH3:15]. (2) Given the product [F:1][C:2]([F:23])([F:24])[C:3]1[CH:18]=[C:17]([C:19]([F:22])([F:21])[F:20])[CH:16]=[CH:15][C:4]=1[CH2:5][O:6][C:7]1[CH:14]=[CH:13][C:10](/[CH:11]=[C:31]2/[C:27]([NH:26][CH3:25])=[N:28][C:29](=[O:32])[S:30]/2)=[CH:9][CH:8]=1, predict the reactants needed to synthesize it. The reactants are: [F:1][C:2]([F:24])([F:23])[C:3]1[CH:18]=[C:17]([C:19]([F:22])([F:21])[F:20])[CH:16]=[CH:15][C:4]=1[CH2:5][O:6][C:7]1[CH:14]=[CH:13][C:10]([CH:11]=O)=[CH:9][CH:8]=1.[CH3:25][NH:26][C:27]1[CH2:31][S:30][C:29](=[O:32])[N:28]=1.CC(C)([O-])C.[K+].O. (3) Given the product [C:11]1([CH3:21])[CH:16]=[CH:15][C:14]([S:17]([N:2]2[CH:6]=[C:5]([CH2:7][C:8]([OH:10])=[O:9])[N:4]=[CH:3]2)(=[O:19])=[O:18])=[CH:13][CH:12]=1, predict the reactants needed to synthesize it. The reactants are: Cl.[NH:2]1[CH:6]=[C:5]([CH2:7][C:8]([OH:10])=[O:9])[N:4]=[CH:3]1.[C:11]1([CH3:21])[CH:16]=[CH:15][C:14]([S:17](Cl)(=[O:19])=[O:18])=[CH:13][CH:12]=1. (4) Given the product [O:1]1[CH2:6][CH2:5][CH:4]([C:7]2[N:8]=[C:9]([CH:12]3[CH2:13][CH2:14][N:15]([C:18]([O:20][C:21]([CH3:24])([CH3:23])[CH3:22])=[O:19])[CH2:16][CH2:17]3)[N:10]([CH2:31][CH2:32][N:33]3[CH2:37][CH2:36][CH2:35][CH2:34]3)[CH:11]=2)[CH2:3][CH2:2]1, predict the reactants needed to synthesize it. The reactants are: [O:1]1[CH2:6][CH2:5][CH:4]([C:7]2[N:8]=[C:9]([CH:12]3[CH2:17][CH2:16][N:15]([C:18]([O:20][C:21]([CH3:24])([CH3:23])[CH3:22])=[O:19])[CH2:14][CH2:13]3)[NH:10][CH:11]=2)[CH2:3][CH2:2]1.[OH-].[K+].[I-].[Na+].[Cl-].Cl[CH2:31][CH2:32][NH+:33]1[CH2:37][CH2:36][CH2:35][CH2:34]1.